Dataset: Catalyst prediction with 721,799 reactions and 888 catalyst types from USPTO. Task: Predict which catalyst facilitates the given reaction. (1) Reactant: [Br:1][C:2]1[CH:7]=[CH:6][CH:5]=[CH:4][C:3]=1[CH2:8][CH2:9][NH:10][CH:11]([CH2:15][CH2:16][CH3:17])[CH2:12][CH2:13][CH3:14].C(N(CC)CC)C.Cl[C:26]([O:28][CH3:29])=[O:27].[Cl-].[NH4+]. Product: [CH3:29][O:28][C:26](=[O:27])[N:10]([CH2:9][CH2:8][C:3]1[CH:4]=[CH:5][CH:6]=[CH:7][C:2]=1[Br:1])[CH:11]([CH2:15][CH2:16][CH3:17])[CH2:12][CH2:13][CH3:14]. The catalyst class is: 54. (2) Reactant: O[CH2:2][C:3]1[CH:8]=[CH:7][C:6]([CH2:9][NH:10][C:11](=[O:13])[CH3:12])=[C:5]([N+:14]([O-:16])=[O:15])[CH:4]=1.C(N(CC)CC)C.CN(C1C=CC=CN=1)C.C1(C)C=CC(S([Cl:42])(=O)=O)=CC=1. Product: [Cl:42][CH2:2][C:3]1[CH:8]=[CH:7][C:6]([CH2:9][NH:10][C:11](=[O:13])[CH3:12])=[C:5]([N+:14]([O-:16])=[O:15])[CH:4]=1. The catalyst class is: 489. (3) Reactant: [CH2:1]([O:8][C:9]([N:11]1[CH2:16][CH2:15][CH:14]([C:17]2[O:18][C:19]3[C:25]([C:26]([O:28]C)=O)=[CH:24][CH:23]=[CH:22][C:20]=3[N:21]=2)[CH2:13][CH2:12]1)=[O:10])[C:2]1[CH:7]=[CH:6][CH:5]=[CH:4][CH:3]=1.[NH4+:30]. Product: [C:26]([C:25]1[C:19]2[O:18][C:17]([CH:14]3[CH2:13][CH2:12][N:11]([C:9]([O:8][CH2:1][C:2]4[CH:3]=[CH:4][CH:5]=[CH:6][CH:7]=4)=[O:10])[CH2:16][CH2:15]3)=[N:21][C:20]=2[CH:22]=[CH:23][CH:24]=1)(=[O:28])[NH2:30]. The catalyst class is: 5. (4) Reactant: [CH:1]1([NH:5][C:6]2[CH:14]=[CH:13][C:12]([F:15])=[CH:11][C:7]=2[C:8]([OH:10])=O)[CH2:4][CH2:3][CH2:2]1.[CH3:16][C:17]([NH2:21])([C:19]#[CH:20])[CH3:18].CCN=C=NCCCN(C)C.CCN(C(C)C)C(C)C.C1C=CC2N(O)N=NC=2C=1. Product: [CH:1]1([NH:5][C:6]2[CH:14]=[CH:13][C:12]([F:15])=[CH:11][C:7]=2[C:8]([NH:21][C:17]([CH3:18])([C:19]#[CH:20])[CH3:16])=[O:10])[CH2:2][CH2:3][CH2:4]1. The catalyst class is: 18.